Dataset: Full USPTO retrosynthesis dataset with 1.9M reactions from patents (1976-2016). Task: Predict the reactants needed to synthesize the given product. Given the product [CH2:45]([NH:44][C:43]([O:42][C@H:26]([CH2:27][O:28][C:29](=[O:41])[NH:30][CH2:31][CH2:32][CH2:33][CH2:34][CH2:35][CH2:36][CH2:37][CH2:38][CH2:39][CH3:40])[CH2:25][S:24][CH2:23][C@H:22]([NH:56][C:57](=[O:73])[CH2:58][CH2:59][CH2:60][CH2:61][CH2:62][CH2:63][CH2:64][CH2:65][CH2:66][CH2:67][CH2:68][CH2:69][CH2:70][CH2:71][CH3:72])[C:21](=[O:74])[NH:20][CH2:19][CH2:18][O:17][CH2:16][CH2:15][O:14][CH2:13][CH2:12][O:11][CH2:10][CH2:9][P:4](=[O:3])([OH:8])[OH:5])=[O:55])[CH2:46][CH2:47][CH2:48][CH2:49][CH2:50][CH2:51][CH2:52][CH2:53][CH3:54], predict the reactants needed to synthesize it. The reactants are: C([O:3][P:4]([CH2:9][CH2:10][O:11][CH2:12][CH2:13][O:14][CH2:15][CH2:16][O:17][CH2:18][CH2:19][NH:20][C:21](=[O:74])[C@@H:22]([NH:56][C:57](=[O:73])[CH2:58][CH2:59][CH2:60][CH2:61][CH2:62][CH2:63][CH2:64][CH2:65][CH2:66][CH2:67][CH2:68][CH2:69][CH2:70][CH2:71][CH3:72])[CH2:23][S:24][CH2:25][C@H:26]([O:42][C:43](=[O:55])[NH:44][CH2:45][CH2:46][CH2:47][CH2:48][CH2:49][CH2:50][CH2:51][CH2:52][CH2:53][CH3:54])[CH2:27][O:28][C:29](=[O:41])[NH:30][CH2:31][CH2:32][CH2:33][CH2:34][CH2:35][CH2:36][CH2:37][CH2:38][CH2:39][CH3:40])(=[O:8])[O:5]CC)C.C[Si](Br)(C)C.